Task: Predict the product of the given reaction.. Dataset: Forward reaction prediction with 1.9M reactions from USPTO patents (1976-2016) (1) Given the reactants [F:1][C:2]1[C:7]2[N:8]=[C:9]([C:11]3[CH:12]=[C:13]([CH:16]=[C:17](B4OC(C)(C)C(C)(C)O4)[CH:18]=3)[CH:14]=[O:15])[O:10][C:6]=2[CH:5]=[CH:4][CH:3]=1.[CH3:28][NH:29][C:30]([C:32]1[C:36]2[CH:37]=[C:38](Br)[C:39]([N:41]([S:43]([CH3:46])(=[O:45])=[O:44])[CH3:42])=[CH:40][C:35]=2[O:34][C:33]=1[C:48]1[CH:53]=[CH:52][C:51]([F:54])=[CH:50][CH:49]=1)=[O:31].[O-]P([O-])([O-])=O.[K+].[K+].[K+], predict the reaction product. The product is: [F:1][C:2]1[C:7]2[N:8]=[C:9]([C:11]3[CH:18]=[C:17]([C:38]4[C:39]([N:41]([CH3:42])[S:43]([CH3:46])(=[O:45])=[O:44])=[CH:40][C:35]5[O:34][C:33]([C:48]6[CH:53]=[CH:52][C:51]([F:54])=[CH:50][CH:49]=6)=[C:32]([C:30]([NH:29][CH3:28])=[O:31])[C:36]=5[CH:37]=4)[CH:16]=[C:13]([CH:14]=[O:15])[CH:12]=3)[O:10][C:6]=2[CH:5]=[CH:4][CH:3]=1. (2) Given the reactants C(OC(=O)C)(=O)C.[Br:8][C:9]1[C:15]([CH3:16])=[CH:14][C:12]([NH2:13])=[C:11]([CH3:17])[CH:10]=1.C([O-])(=O)C.[K+].C1OCCOCCOCCOCCOCCOC1.[N:41](OC(C)(C)C)=O.Cl, predict the reaction product. The product is: [Br:8][C:9]1[CH:10]=[C:11]2[C:12](=[CH:14][C:15]=1[CH3:16])[NH:13][N:41]=[CH:17]2. (3) Given the reactants [Cl:1][C:2]1[CH:7]=[CH:6][C:5]([N:8]2[CH2:17][C:16]3[C:12]4=[C:13]([C:21](=[O:25])[N:22]([CH3:24])[CH:23]=[C:11]4[C:10]4[CH:26]=[C:27]([CH2:30][S:31]([CH3:34])(=[O:33])=[O:32])[CH:28]=[CH:29][C:9]2=4)[NH:14][C:15]=3[C:18]([OH:20])=O)=[CH:4][CH:3]=1.C(Cl)(=O)C(Cl)=O.C[N:42](C=O)C.[OH-].[NH4+], predict the reaction product. The product is: [Cl:1][C:2]1[CH:3]=[CH:4][C:5]([N:8]2[CH2:17][C:16]3[C:12]4=[C:13]([C:21](=[O:25])[N:22]([CH3:24])[CH:23]=[C:11]4[C:10]4[CH:26]=[C:27]([CH2:30][S:31]([CH3:34])(=[O:33])=[O:32])[CH:28]=[CH:29][C:9]2=4)[NH:14][C:15]=3[C:18]([NH2:42])=[O:20])=[CH:6][CH:7]=1.